Dataset: Forward reaction prediction with 1.9M reactions from USPTO patents (1976-2016). Task: Predict the product of the given reaction. (1) Given the reactants [C:1]([CH2:4][CH2:5][C:6]1[C:10]([CH3:11])=[C:9]([CH:12]=O)[NH:8][C:7]=1[CH3:14])([OH:3])=[O:2].[Cl:15][C:16]1[CH:17]=[C:18]2[C:22](=[CH:23][CH:24]=1)[NH:21][C:20](=[O:25])[CH2:19]2, predict the reaction product. The product is: [Cl:15][C:16]1[CH:17]=[C:18]2[C:22](=[CH:23][CH:24]=1)[NH:21][C:20](=[O:25])[C:19]2=[CH:12][C:9]1[NH:8][C:7]([CH3:14])=[C:6]([CH2:5][CH2:4][C:1]([OH:3])=[O:2])[C:10]=1[CH3:11]. (2) Given the reactants O[C:2]1[C:7]([C:8]([O:10][CH2:11][CH3:12])=[O:9])=[CH:6][N:5]=[CH:4][N:3]=1.O=P(Cl)(Cl)[Cl:15], predict the reaction product. The product is: [Cl:15][C:2]1[C:7]([C:8]([O:10][CH2:11][CH3:12])=[O:9])=[CH:6][N:5]=[CH:4][N:3]=1. (3) Given the reactants [F:1][C:2]1[CH:24]=[CH:23][CH:22]=[CH:21][C:3]=1[O:4][C:5]1[C:18](=[O:19])[N:17]([CH3:20])[C:8]2[N:9]=[C:10](S(C)(=O)=O)[N:11]=[CH:12][C:7]=2[CH:6]=1.[CH2:25]([NH2:29])[CH2:26][CH2:27][CH3:28].CO.O, predict the reaction product. The product is: [CH2:25]([NH:29][C:10]1[N:11]=[CH:12][C:7]2[CH:6]=[C:5]([O:4][C:3]3[CH:21]=[CH:22][CH:23]=[CH:24][C:2]=3[F:1])[C:18](=[O:19])[N:17]([CH3:20])[C:8]=2[N:9]=1)[CH2:26][CH2:27][CH3:28].